This data is from Reaction yield outcomes from USPTO patents with 853,638 reactions. The task is: Predict the reaction yield, written as a fraction of the theoretical maximum amount of product (1.0 means a 100% yield; for example, 0.34 means a 34% yield). (1) The reactants are C(=O)([O-])[O-].[K+].[K+].[CH2:7]([O:9][C:10](=[O:23])[NH:11][C:12]1[CH:17]=[C:16]([Cl:18])[N:15]=[C:14]([Cl:19])[C:13]=1[N+:20]([O-:22])=[O:21])[CH3:8].[I-].[Na+].Cl.Cl[CH2:28][C:29]1[CH:30]=[CH:31][C:32]([CH3:35])=[N:33][CH:34]=1. The catalyst is CCOC(C)=O.ClCCl.CC(C)=O. The product is [CH2:7]([O:9][C:10](=[O:23])[N:11]([C:12]1[CH:17]=[C:16]([Cl:18])[N:15]=[C:14]([Cl:19])[C:13]=1[N+:20]([O-:22])=[O:21])[CH2:28][C:29]1[CH:34]=[N:33][C:32]([CH3:35])=[CH:31][CH:30]=1)[CH3:8]. The yield is 0.640. (2) The reactants are C(O[C:4]([C:6]1[CH:11]=[CH:10][C:9](B(O)O)=[CH:8][CH:7]=1)=O)C.[NH2:15][C:16]1[CH2:17][C:18]([C:28]([N:30]([CH2:34][C:35]([NH2:37])=[O:36])[CH2:31][CH2:32][CH3:33])=[O:29])=[CH:19][C:20]2[CH:26]=[CH:25][C:24](Br)=[CH:23][C:21]=2[N:22]=1.BrC1C=CC2=C(C=1)N=C(N[C:67](=[O:73])[O:68][C:69]([CH3:72])([CH3:71])[CH3:70])CC(C(=O)N(CCCO[Si](C(C)(C)C)(C)C)CCC)=C2. No catalyst specified. The product is [NH2:15][C:16]1[CH2:17][C:18]([C:28](=[O:29])[N:30]([CH2:34][C:35]([NH2:37])=[O:36])[CH2:31][CH2:32][CH3:33])=[CH:19][C:20]2[CH:26]=[CH:25][C:24]([C:9]3[CH:8]=[CH:7][C:6]([CH2:4][C:67]([O:68][C:69]([CH3:72])([CH3:71])[CH3:70])=[O:73])=[CH:11][CH:10]=3)=[CH:23][C:21]=2[N:22]=1. The yield is 0.320. (3) The reactants are [CH2:1]([O:3][C:4](=[O:10])[CH2:5][NH:6][C:7](=[O:9])[CH3:8])[CH3:2].CN1C=CN=C1.[C:17](Cl)(=[O:33])[CH2:18][CH2:19][CH2:20][CH2:21][CH2:22][CH2:23][CH2:24][CH2:25][CH2:26][CH2:27][CH2:28][CH2:29][CH2:30][CH2:31][CH3:32].C(N(CC)CC)C. The catalyst is [Ti](Cl)(Cl)(Cl)Cl.O.ClC1C=CC=CC=1. The product is [C:7]([NH:6][CH:5]([C:17](=[O:33])[CH2:18][CH2:19][CH2:20][CH2:21][CH2:22][CH2:23][CH2:24][CH2:25][CH2:26][CH2:27][CH2:28][CH2:29][CH2:30][CH2:31][CH3:32])[C:4]([O:3][CH2:1][CH3:2])=[O:10])(=[O:9])[CH3:8]. The yield is 0.740. (4) The reactants are [CH2:1]([OH:4])[CH2:2][OH:3].C(N(CC)C(C)C)(C)C.CS([C:18]1[N:19]=[CH:20][C:21]2[C:26]([C:27]3[CH:32]=[CH:31][CH:30]=[CH:29][CH:28]=3)=[C:25]([C:33]3[CH:38]=[CH:37][C:36]([C:39]4([NH:43][C:44](=[O:50])[O:45][C:46]([CH3:49])([CH3:48])[CH3:47])[CH2:42][CH2:41][CH2:40]4)=[CH:35][CH:34]=3)[O:24][C:22]=2[N:23]=1)(=O)=O. The catalyst is FC(F)(F)C1C=CC=CC=1. The product is [OH:3][CH2:2][CH2:1][O:4][C:18]1[N:19]=[CH:20][C:21]2[C:26]([C:27]3[CH:28]=[CH:29][CH:30]=[CH:31][CH:32]=3)=[C:25]([C:33]3[CH:38]=[CH:37][C:36]([C:39]4([NH:43][C:44](=[O:50])[O:45][C:46]([CH3:48])([CH3:47])[CH3:49])[CH2:40][CH2:41][CH2:42]4)=[CH:35][CH:34]=3)[O:24][C:22]=2[N:23]=1. The yield is 0.260. (5) The reactants are [OH:1][CH2:2][CH2:3][CH2:4][C@@:5]1([C:29]2[CH:34]=[CH:33][CH:32]=[CH:31][CH:30]=2)[O:10][C:9](=[O:11])[N:8]([C@H:12]([C:14]2[CH:19]=[CH:18][C:17](B3OC(C)(C)C(C)(C)O3)=[CH:16][CH:15]=2)[CH3:13])[CH2:7][CH2:6]1.Br[C:36]1[CH:41]=[CH:40][N:39]([CH3:42])[C:38](=[O:43])[CH:37]=1.C([O-])([O-])=O.[Cs+].[Cs+]. The catalyst is O1CCOCC1.Cl[Pd](Cl)([P](C1C=CC=CC=1)(C1C=CC=CC=1)C1C=CC=CC=1)[P](C1C=CC=CC=1)(C1C=CC=CC=1)C1C=CC=CC=1. The product is [OH:1][CH2:2][CH2:3][CH2:4][C@@:5]1([C:29]2[CH:30]=[CH:31][CH:32]=[CH:33][CH:34]=2)[O:10][C:9](=[O:11])[N:8]([C@H:12]([C:14]2[CH:19]=[CH:18][C:17]([C:36]3[CH:41]=[CH:40][N:39]([CH3:42])[C:38](=[O:43])[CH:37]=3)=[CH:16][CH:15]=2)[CH3:13])[CH2:7][CH2:6]1. The yield is 0.510. (6) The reactants are [CH:1]([O:4][C:5]1([C:8]2[CH:13]=[CH:12][C:11]([C:14]#[C:15][C:16]3[CH:21]=[CH:20][C:19]([CH2:22][C:23]([O:25]C)=[O:24])=[CH:18][CH:17]=3)=[CH:10][C:9]=2[CH2:27][CH3:28])[CH2:7][CH2:6]1)([CH3:3])[CH3:2].[OH-].[Na+].O.CC#N. The catalyst is C(O)C.O1CCCC1. The product is [CH:1]([O:4][C:5]1([C:8]2[CH:13]=[CH:12][C:11]([C:14]#[C:15][C:16]3[CH:21]=[CH:20][C:19]([CH2:22][C:23]([OH:25])=[O:24])=[CH:18][CH:17]=3)=[CH:10][C:9]=2[CH2:27][CH3:28])[CH2:7][CH2:6]1)([CH3:3])[CH3:2]. The yield is 0.570. (7) The reactants are Br.Br[CH:3]([C:9](=O)[C:10]1[CH:15]=[CH:14][N:13]=[CH:12][CH:11]=1)[C:4]([O:6][CH2:7][CH3:8])=[O:5].[CH2:17]1[C:25]2[C:20](=[CH:21][C:22]([NH:26][C:27]([NH2:29])=[S:28])=[CH:23][CH:24]=2)[CH2:19][CH2:18]1.N. The catalyst is CCO.O. The product is [CH2:17]1[C:25]2[C:20](=[CH:21][C:22]([NH:26][C:27]3[S:28][C:3]([C:4]([O:6][CH2:7][CH3:8])=[O:5])=[C:9]([C:10]4[CH:15]=[CH:14][N:13]=[CH:12][CH:11]=4)[N:29]=3)=[CH:23][CH:24]=2)[CH2:19][CH2:18]1. The yield is 0.760. (8) The reactants are [NH2:1][C:2]1[CH:37]=[CH:36][C:5]([O:6][C:7]2[CH:12]=[CH:11][N:10]=[C:9]3[CH:13]=[C:14]([C:16]4[CH:17]=[C:18]([CH:33]=[CH:34][CH:35]=4)[CH2:19][CH2:20][N:21]([CH2:29][CH2:30][O:31][CH3:32])C(=O)OC(C)(C)C)[S:15][C:8]=23)=[C:4]([F:38])[CH:3]=1.C(O)C.C1(C)C=CC=CC=1.[F:49][C:50]1[CH:55]=[CH:54][C:53]([CH2:56][C:57]([N:59]=[C:60]=[S:61])=[O:58])=[CH:52][CH:51]=1.FC(F)(F)C(O)=O. The catalyst is ClCCl. The product is [F:38][C:4]1[CH:3]=[C:2]([NH:1][C:60]([NH:59][C:57](=[O:58])[CH2:56][C:53]2[CH:54]=[CH:55][C:50]([F:49])=[CH:51][CH:52]=2)=[S:61])[CH:37]=[CH:36][C:5]=1[O:6][C:7]1[CH:12]=[CH:11][N:10]=[C:9]2[CH:13]=[C:14]([C:16]3[CH:35]=[CH:34][CH:33]=[C:18]([CH2:19][CH2:20][NH:21][CH2:29][CH2:30][O:31][CH3:32])[CH:17]=3)[S:15][C:8]=12. The yield is 0.500. (9) The reactants are [CH3:1][C@H:2]1[CH2:7][CH2:6][CH2:5][C@@H:4]([CH3:8])[NH:3]1.C(N(CC)CC)C.[Cl:16][CH2:17][C:18](Cl)=[O:19]. The catalyst is C1C=CC=CC=1. The product is [CH3:1][C@@H:2]1[CH2:7][CH2:6][CH2:5][C@H:4]([CH3:8])[N:3]1[C:18](=[O:19])[CH2:17][Cl:16]. The yield is 0.760. (10) The reactants are B(Br)(Br)Br.[F:5][C:6]1[C:7]([C:27]2[CH:32]=[CH:31][CH:30]=[CH:29][CH:28]=2)=[C:8]([O:25]C)[C:9](=[O:24])[N:10]([CH2:12][CH2:13][C@@:14]([CH3:23])([S:19]([CH3:22])(=[O:21])=[O:20])[C:15]([NH:17][OH:18])=[O:16])[CH:11]=1. The catalyst is C(Cl)Cl. The product is [F:5][C:6]1[C:7]([C:27]2[CH:28]=[CH:29][CH:30]=[CH:31][CH:32]=2)=[C:8]([OH:25])[C:9](=[O:24])[N:10]([CH2:12][CH2:13][C@@:14]([CH3:23])([S:19]([CH3:22])(=[O:21])=[O:20])[C:15]([NH:17][OH:18])=[O:16])[CH:11]=1. The yield is 0.169.